Binary Classification. Given a miRNA mature sequence and a target amino acid sequence, predict their likelihood of interaction. From a dataset of Experimentally validated miRNA-target interactions with 360,000+ pairs, plus equal number of negative samples. (1) The miRNA is hsa-miR-15b-3p with sequence CGAAUCAUUAUUUGCUGCUCUA. The protein sequence of the target gene is MNTEAEQQLLHHARNGNAEEVRQLLETMARNEVIADINCKGRSKSNLGWTPLHLACYFGHRQVVQDLLKAGAEVNVLNDMGDTPLHRAAFTGRKELVMLLLEYNADTTIVNGSGQTAKEVTHAEEIRSMLEAVERTQQRKLEELLLAAAREGKTTELTALLNRPNPPDVNCSDQLGNTPLHCAAYRAHKQCALKLLRSGADPNLKNKNDQKPLDLAQGAEMKHILVGNKVIYKALKRYEGPLWKSSRFFGWRLFWVVLEHGVLSWYRKQPDAVHNIYRQGCKHLTQAVCTVKSTDSCLFF.... Result: 0 (no interaction). (2) The protein sequence of the target gene is MSEGSAGDPGHGSSRQRAVHPENLSLGSSCFSPPVNFLQELPSYRSVARRRTNILSRDKQSGTLLKPTDSFSCQLDGGITENLNSQSIRKYALNISEKRRLRDIQETQMKYLSEWDQWKRYSSKSWKRFLEKAREMTTHLELWRKDIRSIEGKFGTGIQSYFSFLRFLVVLNLVIFLIIFMLVLLPILLTKYKITNSTFVLIPFKDMDIQCTLYPISSSGLIYFYSYIIDLLSGTGFLEETSLFYGHYTIDGVKFQSFTYDLPLAYLISTIAYLALSLLWIVKRSVEGFKINLIRSEEHF.... Result: 0 (no interaction). The miRNA is hsa-miR-891a-5p with sequence UGCAACGAACCUGAGCCACUGA. (3) The miRNA is hsa-miR-1296-3p with sequence GAGUGGGGCUUCGACCCUAACC. The protein sequence of the target gene is MGEKMAEEERFPNTTHEGFNVTLHTTLVVTTKLVLPTPGKPILPVQTGEQAQQEEQSSGMTIFFSLLVLAICIILVHLLIRYRLHFLPESVAVVSLGILMGAVIKIIEFKKLANWKEEEMFRPNMFFLLLLPPIIFESGYSLHKGNFFQNIGSITLFAVFGTAISAFVVGGGIYFLGQADVISKLNMTDSFAFGSLISAVDPVATIAIFNALHVDPVLNMLVFGESILNDAVSIVLTNTAEGLTRKNMSDVSGWQTFLQALDYFLKMFFGSAALGTLTGLISALVLKHIDLRKTPSLEFG.... Result: 0 (no interaction). (4) The miRNA is rno-miR-124-3p with sequence UAAGGCACGCGGUGAAUGCC. The protein sequence of the target gene is MRQKHYLEAAARGLHDSCPGQARYLLWAYTSSHDDKSTFEETCPYCFQLLVLDNSRVRLKPKARLTPKIQKLLNREARNYTLSFKEAKMVKKFKDSKSVLLITCKTCNRTVKHHGKSRSFVSTLKSNPATPTSKLSLKTPERRTANPNHDMSGSKGKSPASVFRTPTSGQSVSTCSSKNTSKTKKHFSQLKMLLSQNESQKIPKVDFRNFLSSLKGGLLK. Result: 0 (no interaction). (5) The miRNA is hsa-miR-6501-3p with sequence CCAGAGCAGCCUGCGGUAACAGU. The protein sequence of the target gene is MDGLLNPRESSKFIAENSRDVFIDSGGVRRVAELLLAKAAGPELRVEGWKALHELNPRAADEAAVNWVFVTDTLNFSFWSEQDEHKCVVRYRGKTYSGYWSLCAAVNRALDEGIPITSASYYATVTLDQVRNILRSDTDVSMPLVEERHRILNETGKILLEKFGGSFLNCVRESENSAQKLMHLVVESFPSYRDVTLFEGKRVSFYKRAQILVADTWSVLEGKGDGCFKDISSITMFADYRLPQVLAHLGALKYSDDLLKKLLKGEMLSYGDRQEVEIRGCSLWCVELIRDCLLELIEQK.... Result: 0 (no interaction). (6) The protein sequence of the target gene is MSMLPTFGFTQEQVACVCEVLQQGGNIERLGRFLWSLPACEHLHKNESVLKAKAVVAFHRGNFRELYKILESHQFSPHNHAKLQQLWLKAHYIEAEKLRGRPLGAVGKYRVRRKFPLPRSIWDGEETSYCFKEKSRSVLREWYAHNPYPSPREKRELAEATGLTTTQVSNWFKNRRQRDRAAEAKERENSENSNSSSHNPLASSLNGSGKSVLGSSEDEKTPSGTPDHSSSSPALLLSPPPPPGLPSLHSLGHPPGPSAVPVPVPGGGGADPLQHHHSLQDSILNPMSANLVDLGS. The miRNA is hsa-miR-3171 with sequence AGAUGUAUGGAAUCUGUAUAUAUC. Result: 0 (no interaction).